This data is from Peptide-MHC class II binding affinity with 134,281 pairs from IEDB. The task is: Regression. Given a peptide amino acid sequence and an MHC pseudo amino acid sequence, predict their binding affinity value. This is MHC class II binding data. The peptide sequence is SKAYANMWSLMYFHK. The MHC is HLA-DQA10201-DQB10402 with pseudo-sequence HLA-DQA10201-DQB10402. The binding affinity (normalized) is 0.444.